Dataset: Forward reaction prediction with 1.9M reactions from USPTO patents (1976-2016). Task: Predict the product of the given reaction. (1) Given the reactants [F:1][C:2]1[C:12]([F:13])=[C:11]([CH3:14])[CH:10]=[CH:9][C:3]=1[C:4]([O:6][CH2:7][CH3:8])=[O:5].C(OOC(=O)C1C=CC=CC=1)(=O)C1C=CC=CC=1.[Br:33]N1C(=O)CCC1=O, predict the reaction product. The product is: [Br:33][CH2:14][C:11]1[CH:10]=[CH:9][C:3]([C:4]([O:6][CH2:7][CH3:8])=[O:5])=[C:2]([F:1])[C:12]=1[F:13]. (2) Given the reactants [OH:1][N:2]=[C:3]([C:5]1[CH:6]=[C:7]2[N:13]=[CH:12][N:11]([CH2:14][C:15]3[CH:20]=[CH:19][C:18]([O:21][CH2:22][C:23]4[CH:24]=[N:25][C:26]([O:29][CH3:30])=[CH:27][CH:28]=4)=[C:17]([O:31][CH3:32])[CH:16]=3)[C:8]2=[N:9][CH:10]=1)[NH2:4].[C:33]([O:37][C:38]([N:40]1[CH2:45][CH2:44][CH:43]([C:46](O)=O)[CH2:42][CH2:41]1)=[O:39])([CH3:36])([CH3:35])[CH3:34].F[P-](F)(F)(F)(F)F.CN(C(N(C)C)=[N+]1C2C(=NC=CC=2)[N+]([O-])=N1)C.C(N(CC)C(C)C)(C)C, predict the reaction product. The product is: [CH3:32][O:31][C:17]1[CH:16]=[C:15]([CH:20]=[CH:19][C:18]=1[O:21][CH2:22][C:23]1[CH:24]=[N:25][C:26]([O:29][CH3:30])=[CH:27][CH:28]=1)[CH2:14][N:11]1[C:8]2=[N:9][CH:10]=[C:5]([C:3]3[N:4]=[C:46]([CH:43]4[CH2:44][CH2:45][N:40]([C:38]([O:37][C:33]([CH3:34])([CH3:36])[CH3:35])=[O:39])[CH2:41][CH2:42]4)[O:1][N:2]=3)[CH:6]=[C:7]2[N:13]=[CH:12]1.